Dataset: Catalyst prediction with 721,799 reactions and 888 catalyst types from USPTO. Task: Predict which catalyst facilitates the given reaction. Product: [CH:24]1([C:20]2[CH:19]=[CH:18][CH:17]=[C:16]3[C:21]=2[CH2:22][CH2:23][N:14]2[C:13](=[O:28])[CH2:12][N:11]=[C:10]([N:8]4[CH:9]=[C:5]([CH:3]([CH:4]5[CH2:30][CH2:29]5)[OH:2])[N:6]=[CH:7]4)[CH:27]=[C:15]23)[CH2:26][CH2:25]1. Reactant: C[O:2][C@@H:3]([C:5]1[N:6]=[CH:7][N:8]([C:10]2[CH:27]=[C:15]3[C:16]4[C:21]([CH2:22][CH2:23][N:14]3[C:13](=[O:28])[CH2:12][N:11]=2)=[C:20]([C:24]([CH3:26])=[CH2:25])[CH:19]=[CH:18][CH:17]=4)[CH:9]=1)[CH3:4].[CH:29]1([Mg]Br)C[CH2:30]1.[NH4+].[Cl-]. The catalyst class is: 1.